From a dataset of Forward reaction prediction with 1.9M reactions from USPTO patents (1976-2016). Predict the product of the given reaction. (1) Given the reactants C[O:2][C:3](=[O:26])[C:4]([OH:25])=[CH:5][C:6](=[O:24])[N:7]([CH:9]([C:17]1[CH:22]=[CH:21][C:20]([Cl:23])=[CH:19][CH:18]=1)[C:10]1[CH:15]=[CH:14][C:13]([Cl:16])=[CH:12][CH:11]=1)[CH3:8].N#N, predict the reaction product. The product is: [Cl:16][C:13]1[CH:12]=[CH:11][C:10]([CH:9]([N:7]([CH3:8])[C:6]([CH:5]=[C:4]([OH:25])[C:3]([OH:26])=[O:2])=[O:24])[C:17]2[CH:18]=[CH:19][C:20]([Cl:23])=[CH:21][CH:22]=2)=[CH:15][CH:14]=1. (2) Given the reactants C([Li])CCC.[CH2:6]([O:9][CH:10]1[CH2:15][CH2:14][CH2:13][CH2:12][O:11]1)[C:7]#[CH:8].[CH3:16][C:17]1[N:21]([C:22]([C:35]2[CH:40]=[CH:39][CH:38]=[CH:37][CH:36]=2)([C:29]2[CH:34]=[CH:33][CH:32]=[CH:31][CH:30]=2)[C:23]2[CH:28]=[CH:27][CH:26]=[CH:25][CH:24]=2)[CH:20]=[N:19][C:18]=1[CH:41]=[O:42].O, predict the reaction product. The product is: [CH3:16][C:17]1[N:21]([C:22]([C:23]2[CH:28]=[CH:27][CH:26]=[CH:25][CH:24]=2)([C:35]2[CH:36]=[CH:37][CH:38]=[CH:39][CH:40]=2)[C:29]2[CH:30]=[CH:31][CH:32]=[CH:33][CH:34]=2)[CH:20]=[N:19][C:18]=1[CH:41]([OH:42])[C:8]#[C:7][CH2:6][O:9][CH:10]1[CH2:15][CH2:14][CH2:13][CH2:12][O:11]1. (3) Given the reactants [C:1]1([C:33]2[CH:38]=[CH:37][CH:36]=[CH:35][CH:34]=2)[CH:6]=[CH:5][C:4]([CH2:7][N:8]2[C:12]3[CH:13]=[C:14]([F:28])[C:15]([C:18]4[CH:19]=[C:20]5[C:24](=[CH:25][CH:26]=4)[N:23]([CH3:27])[CH:22]=[CH:21]5)=[C:16]([F:17])[C:11]=3[N:10]=[C:9]2S(C)(=O)=O)=[CH:3][CH:2]=1.[CH3:39][O:40][C:41](=[O:50])[C:42]1[CH:47]=[C:46]([OH:48])[CH:45]=[CH:44][C:43]=1[CH3:49].C(=O)([O-])[O-].[K+].[K+], predict the reaction product. The product is: [CH3:39][O:40][C:41](=[O:50])[C:42]1[CH:47]=[C:46]([O:48][C:9]2[N:8]([CH2:7][C:4]3[CH:5]=[CH:6][C:1]([C:33]4[CH:38]=[CH:37][CH:36]=[CH:35][CH:34]=4)=[CH:2][CH:3]=3)[C:12]3[CH:13]=[C:14]([F:28])[C:15]([C:18]4[CH:19]=[C:20]5[C:24](=[CH:25][CH:26]=4)[N:23]([CH3:27])[CH:22]=[CH:21]5)=[C:16]([F:17])[C:11]=3[N:10]=2)[CH:45]=[CH:44][C:43]=1[CH3:49]. (4) Given the reactants [F:1][C:2]([S:5]([C:8]1[CH:13]=[CH:12][C:11](Cl)=[CH:10][CH:9]=1)(=[O:7])=[O:6])([F:4])[F:3].CC1(C)C(C)(C)OB([C:23]2[CH:29]=[CH:28][C:26]([NH2:27])=[CH:25][CH:24]=2)O1, predict the reaction product. The product is: [F:1][C:2]([F:4])([F:3])[S:5]([C:8]1[CH:13]=[CH:12][C:11]([C:23]2[CH:29]=[CH:28][C:26]([NH2:27])=[CH:25][CH:24]=2)=[CH:10][CH:9]=1)(=[O:7])=[O:6]. (5) Given the reactants [C:12]([O:11][C:9](O[C:9]([O:11][C:12]([CH3:15])([CH3:14])[CH3:13])=[O:10])=[O:10])([CH3:15])([CH3:14])[CH3:13].[CH3:16][O:17][C:18]1[CH:19]=[C:20]([CH:22]=[C:23]([O:25][CH3:26])[CH:24]=1)[NH2:21], predict the reaction product. The product is: [C:12]([O:11][C:9](=[O:10])[NH:21][C:20]1[CH:22]=[C:23]([O:25][CH3:26])[CH:24]=[C:18]([O:17][CH3:16])[CH:19]=1)([CH3:13])([CH3:14])[CH3:15].